This data is from Catalyst prediction with 721,799 reactions and 888 catalyst types from USPTO. The task is: Predict which catalyst facilitates the given reaction. Reactant: Cl.[F:2][C:3]1[CH:16]=[CH:15][C:6]([C:7]([CH:9]2[CH2:14][CH2:13][NH:12][CH2:11][CH2:10]2)=[O:8])=[CH:5][CH:4]=1.Cl[C:18]([O:20][C:21]1[CH:26]=[CH:25][CH:24]=[CH:23][CH:22]=1)=[O:19].C(O)C(N)(CO)CO. Product: [O:20]([C:18]([N:12]1[CH2:13][CH2:14][CH:9]([C:7](=[O:8])[C:6]2[CH:5]=[CH:4][C:3]([F:2])=[CH:16][CH:15]=2)[CH2:10][CH2:11]1)=[O:19])[C:21]1[CH:26]=[CH:25][CH:24]=[CH:23][CH:22]=1. The catalyst class is: 2.